This data is from Reaction yield outcomes from USPTO patents with 853,638 reactions. The task is: Predict the reaction yield, written as a fraction of the theoretical maximum amount of product (1.0 means a 100% yield; for example, 0.34 means a 34% yield). (1) The reactants are [C:1]12([CH2:11][O:12][C:13]3[CH:18]=[CH:17][C:16]([CH2:19][CH2:20][NH:21][CH2:22][C@@H:23]([C:25]4[CH:34]=[CH:33][C:32]([O:35]CC5C=CC=CC=5)=[C:31]5[C:26]=4[CH:27]=[CH:28][C:29](=[O:43])[NH:30]5)[OH:24])=[CH:15][CH:14]=3)[CH2:10][CH:5]3[CH2:6][CH:7]([CH2:9][CH:3]([CH2:4]3)[CH2:2]1)[CH2:8]2. The catalyst is [Pd]. The product is [C:1]12([CH2:11][O:12][C:13]3[CH:18]=[CH:17][C:16]([CH2:19][CH2:20][NH:21][CH2:22][C@@H:23]([C:25]4[CH:34]=[CH:33][C:32]([OH:35])=[C:31]5[C:26]=4[CH:27]=[CH:28][C:29](=[O:43])[NH:30]5)[OH:24])=[CH:15][CH:14]=3)[CH2:10][CH:5]3[CH2:4][CH:3]([CH2:9][CH:7]([CH2:6]3)[CH2:8]1)[CH2:2]2. The yield is 0.690. (2) The reactants are [CH3:1][O:2][C:3]([CH:5]1[CH2:8][N:7]([C:9]2[CH:14]=[CH:13][C:12]([CH:15]=O)=[CH:11][CH:10]=2)[CH2:6]1)=[O:4].C([O-])(=O)C.[Na+].Cl.[NH2:23][OH:24]. The yield is 0.990. The catalyst is CO.O. The product is [CH3:1][O:2][C:3]([CH:5]1[CH2:8][N:7]([C:9]2[CH:14]=[CH:13][C:12]([CH:15]=[N:23][OH:24])=[CH:11][CH:10]=2)[CH2:6]1)=[O:4]. (3) The reactants are O[Li].O.C([O:11][C:12]([CH:14]1[CH2:19][CH2:18][CH:17]([CH2:20][C:21]([F:27])([F:26])[C:22]([F:25])([F:24])[F:23])[CH2:16][CH2:15]1)=[O:13])C1C=CC=CC=1.Cl.CC(C)([O-])C.[K+]. The catalyst is C1COCC1.O. The product is [F:26][C:21]([F:27])([C:22]([F:23])([F:25])[F:24])[CH2:20][CH:17]1[CH2:18][CH2:19][CH:14]([C:12]([OH:13])=[O:11])[CH2:15][CH2:16]1. The yield is 1.00. (4) The reactants are [CH:1]1([CH2:4][O:5][C:6]2[CH:7]=[C:8]([CH:13]=[C:14]([NH:16][S:17]([CH3:20])(=[O:19])=[O:18])[CH:15]=2)[C:9]([O:11][CH3:12])=[O:10])[CH2:3][CH2:2]1.Cl[CH2:22][CH2:23][N:24]1[CH2:29][CH2:28][O:27][CH2:26][CH2:25]1.C([O-])([O-])=O.[K+].[K+]. The catalyst is CN(C=O)C.O. The product is [CH:1]1([CH2:4][O:5][C:6]2[CH:7]=[C:8]([CH:13]=[C:14]([N:16]([CH2:22][CH2:23][N:24]3[CH2:29][CH2:28][O:27][CH2:26][CH2:25]3)[S:17]([CH3:20])(=[O:19])=[O:18])[CH:15]=2)[C:9]([O:11][CH3:12])=[O:10])[CH2:2][CH2:3]1. The yield is 0.730. (5) The reactants are [CH:1]([N:4]([CH:7]([CH3:9])C)[CH2:5][CH3:6])([CH3:3])C.[CH:10]1[CH:11]=[CH:12][C:13]2N(O)N=N[C:14]=2[CH:15]=1.CN(C(O[N:28]1N=N[C:30]2[CH:31]=CC=C[C:29]1=2)=[N+](C)C)C.F[P-](F)(F)(F)(F)F.CN(C=O)C.C(O)(C(F)(F)F)=O. The catalyst is ClCCl.CCOC(C)=O. The product is [CH2:7]([N:4]1[CH2:1][CH2:3][CH:31]2[CH2:30][CH2:29][NH:28][CH:6]2[CH2:5]1)[CH2:9][C:15]1[CH:14]=[CH:13][CH:12]=[CH:11][CH:10]=1. The yield is 0.790. (6) The reactants are [F:1][C:2]1[CH:7]=[CH:6][CH:5]=[C:4]([F:8])[C:3]=1[N:9]1[C:14]2[N:15]=[C:16](S(C)=O)[N:17]=[C:18]([C:19]3[CH:20]=[C:21]([CH:28]=[CH:29][C:30]=3[CH3:31])[C:22]([NH:24][CH2:25][CH2:26][CH3:27])=[O:23])[C:13]=2[CH2:12][NH:11][C:10]1=[O:35].[CH3:36][CH:37]([NH:39][CH2:40][CH2:41][NH2:42])[CH3:38]. The catalyst is C(Cl)Cl. The product is [F:1][C:2]1[CH:7]=[CH:6][CH:5]=[C:4]([F:8])[C:3]=1[N:9]1[C:14]2[N:15]=[C:16]([NH:42][CH2:41][CH2:40][NH:39][CH:37]([CH3:38])[CH3:36])[N:17]=[C:18]([C:19]3[CH:20]=[C:21]([CH:28]=[CH:29][C:30]=3[CH3:31])[C:22]([NH:24][CH2:25][CH2:26][CH3:27])=[O:23])[C:13]=2[CH2:12][NH:11][C:10]1=[O:35]. The yield is 0.460. (7) The product is [CH3:1][O:2][C:3]1[CH:4]=[CH:5][C:6]([C:9]2[N:10]=[C:11]([C:22]3([C:28]4[CH:33]=[CH:32][CH:31]=[CH:30][CH:29]=4)[CH2:27][CH2:26][N:25]([C:38](=[O:44])[N:55]([OH:56])[CH3:54])[CH2:24][CH2:23]3)[O:12][C:13]=2[C:14]2[CH:15]=[CH:16][C:17]([O:20][CH3:21])=[CH:18][CH:19]=2)=[CH:7][CH:8]=1. The catalyst is O1CCCC1. The reactants are [CH3:1][O:2][C:3]1[CH:8]=[CH:7][C:6]([C:9]2[N:10]=[C:11]([C:22]3([C:28]4[CH:33]=[CH:32][CH:31]=[CH:30][CH:29]=4)[CH2:27][CH2:26][NH:25][CH2:24][CH2:23]3)[O:12][C:13]=2[C:14]2[CH:19]=[CH:18][C:17]([O:20][CH3:21])=[CH:16][CH:15]=2)=[CH:5][CH:4]=1.ClC(Cl)(O[C:38](=[O:44])OC(Cl)(Cl)Cl)Cl.C(N(CC)CC)C.Cl.[CH3:54][NH:55][OH:56]. The yield is 0.140.